From a dataset of Experimentally validated miRNA-target interactions with 360,000+ pairs, plus equal number of negative samples. Binary Classification. Given a miRNA mature sequence and a target amino acid sequence, predict their likelihood of interaction. The miRNA is hsa-miR-6500-3p with sequence ACACUUGUUGGGAUGACCUGC. The protein sequence of the target gene is MWAAGRWGPTFPSSYAGFSADCRPRSRPSSDSCSVPMTGARGQGLEVVRSPSPPLPLSCSNSTRSLLSPLGHQSFQFDEDDGDGEDEEDVDDEEDVDEDAHDSEAKVASLRGMELQGCASTQVESENNQEEQKQVRLPESRLTPWEVWFIGKEKEERDRLQLKALEELNQQLEKRKEMEEREKRKIIAEEKHKEWVQKKNEQKRKEREQKINKEMEEKAAKELEKEYLQEKAKEKYQEWLKKKNAEECERKKKEKEKEKQQQAEIQEKKEIAEKKFQEWLENAKHKPRPAAKSYGYANGK.... Result: 0 (no interaction).